Dataset: Full USPTO retrosynthesis dataset with 1.9M reactions from patents (1976-2016). Task: Predict the reactants needed to synthesize the given product. (1) Given the product [F:1][C:2]1[C:3]([C:9]2[N:13]([CH:14]3[CH2:19][CH2:18][O:17][CH2:16][CH2:15]3)[C:12]([CH3:20])=[N:11][CH:10]=2)=[N:4][C:5]([NH:8][C:22]2[CH:27]=[CH:26][C:25]([C:28]([F:31])([F:30])[F:29])=[CH:24][N:23]=2)=[N:6][CH:7]=1, predict the reactants needed to synthesize it. The reactants are: [F:1][C:2]1[C:3]([C:9]2[N:13]([CH:14]3[CH2:19][CH2:18][O:17][CH2:16][CH2:15]3)[C:12]([CH3:20])=[N:11][CH:10]=2)=[N:4][C:5]([NH2:8])=[N:6][CH:7]=1.Cl[C:22]1[CH:27]=[CH:26][C:25]([C:28]([F:31])([F:30])[F:29])=[CH:24][N:23]=1. (2) The reactants are: C[Si]([N:5]=[N+]=[N-])(C)C.[C:8]1(=[O:15])[O:14][C:12](=[O:13])[CH:11]=[C:9]1[CH3:10].C(Cl)(Cl)Cl. Given the product [CH3:10][C:9]1[NH:5][C:8](=[O:15])[O:14][C:12](=[O:13])[CH:11]=1, predict the reactants needed to synthesize it. (3) Given the product [Cl:1][C:2]1[CH:3]=[CH:4][C:5]([O:23][CH2:24][C:25]2[CH:30]=[CH:29][CH:28]=[CH:27][CH:26]=2)=[C:6]([C:8]2[N:9]([C:14]3[CH:22]=[CH:21][C:17]([C:18]([NH:45][CH2:46][C:47]4[CH:52]=[CH:51][N:50]=[CH:49][CH:48]=4)=[O:20])=[CH:16][CH:15]=3)[C:10]([CH3:13])=[CH:11][CH:12]=2)[CH:7]=1, predict the reactants needed to synthesize it. The reactants are: [Cl:1][C:2]1[CH:3]=[CH:4][C:5]([O:23][CH2:24][C:25]2[CH:30]=[CH:29][CH:28]=[CH:27][CH:26]=2)=[C:6]([C:8]2[N:9]([C:14]3[CH:22]=[CH:21][C:17]([C:18]([OH:20])=O)=[CH:16][CH:15]=3)[C:10]([CH3:13])=[CH:11][CH:12]=2)[CH:7]=1.C(Cl)CCl.C1C=CC2N(O)N=NC=2C=1.[NH2:45][CH2:46][C:47]1[CH:52]=[CH:51][N:50]=[CH:49][CH:48]=1. (4) Given the product [CH:19]1([C:15]2[CH:14]=[C:13]([C:22]([O:24][CH2:25][CH3:26])=[O:23])[C:12](=[O:27])[N:11]3[C:16]=2[C:17]([CH3:18])=[C:8]([C:5]2[CH:4]=[CH:3][C:2]([NH:1][C:29]([NH2:30])=[O:28])=[CH:7][CH:6]=2)[CH:9]=[CH:10]3)[CH2:21][CH2:20]1, predict the reactants needed to synthesize it. The reactants are: [NH2:1][C:2]1[CH:7]=[CH:6][C:5]([C:8]2[CH:9]=[CH:10][N:11]3[C:16]([C:17]=2[CH3:18])=[C:15]([CH:19]2[CH2:21][CH2:20]2)[CH:14]=[C:13]([C:22]([O:24][CH2:25][CH3:26])=[O:23])[C:12]3=[O:27])=[CH:4][CH:3]=1.[O-:28][C:29]#[N:30].[Na+].C(=O)([O-])O.[Na+]. (5) Given the product [Cl:28][C:13]1[C:14]2[C:19](=[CH:18][C:17]([C:20]3[CH:25]=[CH:24][CH:23]=[C:22]([C:26]#[N:27])[CH:21]=3)=[CH:16][CH:15]=2)[C:10]([NH:7][C:6]([NH2:8])=[NH:5])=[N:11][CH:12]=1, predict the reactants needed to synthesize it. The reactants are: C(=O)(O)O.[NH2:5][C:6]([NH2:8])=[NH:7].Cl[C:10]1[C:19]2[C:14](=[CH:15][CH:16]=[C:17]([C:20]3[CH:25]=[CH:24][CH:23]=[C:22]([C:26]#[N:27])[CH:21]=3)[CH:18]=2)[C:13]([Cl:28])=[CH:12][N:11]=1. (6) Given the product [Br:1][C:2]1[CH:3]=[CH:4][C:5]([CH2:6][CH2:7][C:8]([OH:10])=[O:9])=[CH:14][CH:15]=1, predict the reactants needed to synthesize it. The reactants are: [Br:1][C:2]1[CH:15]=[CH:14][C:5]([CH2:6][CH:7](C(O)=O)[C:8]([OH:10])=[O:9])=[CH:4][CH:3]=1. (7) Given the product [NH2:9][C:5]1[CH:6]=[C:7]([F:8])[C:2]([Cl:1])=[CH:3][C:4]=1[C:12]#[N:13], predict the reactants needed to synthesize it. The reactants are: [Cl:1][C:2]1[C:7]([F:8])=[CH:6][C:5]([NH2:9])=[C:4](I)[CH:3]=1.[Cu][C:12]#[N:13].